This data is from NCI-60 drug combinations with 297,098 pairs across 59 cell lines. The task is: Regression. Given two drug SMILES strings and cell line genomic features, predict the synergy score measuring deviation from expected non-interaction effect. (1) Drug 1: C1=CC=C(C(=C1)C(C2=CC=C(C=C2)Cl)C(Cl)Cl)Cl. Drug 2: C1C(C(OC1N2C=NC(=NC2=O)N)CO)O. Cell line: OVCAR-5. Synergy scores: CSS=12.8, Synergy_ZIP=-3.00, Synergy_Bliss=0.0978, Synergy_Loewe=1.98, Synergy_HSA=2.11. (2) Drug 1: COC1=C(C=C2C(=C1)N=CN=C2NC3=CC(=C(C=C3)F)Cl)OCCCN4CCOCC4. Drug 2: CS(=O)(=O)CCNCC1=CC=C(O1)C2=CC3=C(C=C2)N=CN=C3NC4=CC(=C(C=C4)OCC5=CC(=CC=C5)F)Cl. Cell line: RXF 393. Synergy scores: CSS=17.9, Synergy_ZIP=-5.82, Synergy_Bliss=0.571, Synergy_Loewe=-3.40, Synergy_HSA=-2.18. (3) Drug 1: CCCS(=O)(=O)NC1=C(C(=C(C=C1)F)C(=O)C2=CNC3=C2C=C(C=N3)C4=CC=C(C=C4)Cl)F. Drug 2: CC(CN1CC(=O)NC(=O)C1)N2CC(=O)NC(=O)C2. Cell line: 786-0. Synergy scores: CSS=12.8, Synergy_ZIP=-3.47, Synergy_Bliss=1.43, Synergy_Loewe=1.79, Synergy_HSA=2.07. (4) Drug 1: C1=CC(=CC=C1CCCC(=O)O)N(CCCl)CCCl. Drug 2: C1C(C(OC1N2C=NC(=NC2=O)N)CO)O. Cell line: NCI-H460. Synergy scores: CSS=24.1, Synergy_ZIP=-2.58, Synergy_Bliss=-4.03, Synergy_Loewe=-5.91, Synergy_HSA=-2.86.